Dataset: NCI-60 drug combinations with 297,098 pairs across 59 cell lines. Task: Regression. Given two drug SMILES strings and cell line genomic features, predict the synergy score measuring deviation from expected non-interaction effect. (1) Drug 1: COC1=C(C=C2C(=C1)N=CN=C2NC3=CC(=C(C=C3)F)Cl)OCCCN4CCOCC4. Synergy scores: CSS=73.2, Synergy_ZIP=1.63, Synergy_Bliss=1.53, Synergy_Loewe=1.59, Synergy_HSA=6.43. Drug 2: CCC1=C2CN3C(=CC4=C(C3=O)COC(=O)C4(CC)O)C2=NC5=C1C=C(C=C5)O. Cell line: CAKI-1. (2) Drug 1: CNC(=O)C1=CC=CC=C1SC2=CC3=C(C=C2)C(=NN3)C=CC4=CC=CC=N4. Drug 2: C1=NC2=C(N=C(N=C2N1C3C(C(C(O3)CO)O)O)F)N. Cell line: SN12C. Synergy scores: CSS=8.32, Synergy_ZIP=-6.95, Synergy_Bliss=-3.52, Synergy_Loewe=-6.48, Synergy_HSA=-5.08. (3) Drug 1: CC1=C(C=C(C=C1)NC2=NC=CC(=N2)N(C)C3=CC4=NN(C(=C4C=C3)C)C)S(=O)(=O)N.Cl. Drug 2: CCCCC(=O)OCC(=O)C1(CC(C2=C(C1)C(=C3C(=C2O)C(=O)C4=C(C3=O)C=CC=C4OC)O)OC5CC(C(C(O5)C)O)NC(=O)C(F)(F)F)O. Cell line: HCT116. Synergy scores: CSS=-3.92, Synergy_ZIP=-1.41, Synergy_Bliss=-8.59, Synergy_Loewe=-11.4, Synergy_HSA=-9.28. (4) Drug 1: CN(C)C1=NC(=NC(=N1)N(C)C)N(C)C. Drug 2: CC1=C(C=C(C=C1)NC(=O)C2=CC=C(C=C2)CN3CCN(CC3)C)NC4=NC=CC(=N4)C5=CN=CC=C5. Cell line: OVCAR-4. Synergy scores: CSS=-1.88, Synergy_ZIP=0.999, Synergy_Bliss=1.77, Synergy_Loewe=-3.30, Synergy_HSA=-1.63.